Dataset: NCI-60 drug combinations with 297,098 pairs across 59 cell lines. Task: Regression. Given two drug SMILES strings and cell line genomic features, predict the synergy score measuring deviation from expected non-interaction effect. (1) Drug 1: C1=NC(=NC(=O)N1C2C(C(C(O2)CO)O)O)N. Drug 2: CCC1(C2=C(COC1=O)C(=O)N3CC4=CC5=C(C=CC(=C5CN(C)C)O)N=C4C3=C2)O.Cl. Cell line: SN12C. Synergy scores: CSS=21.9, Synergy_ZIP=-1.74, Synergy_Bliss=-0.176, Synergy_Loewe=-31.3, Synergy_HSA=-3.20. (2) Drug 1: CC1C(C(CC(O1)OC2CC(CC3=C2C(=C4C(=C3O)C(=O)C5=C(C4=O)C(=CC=C5)OC)O)(C(=O)CO)O)N)O.Cl. Drug 2: CC1=CC2C(CCC3(C2CCC3(C(=O)C)OC(=O)C)C)C4(C1=CC(=O)CC4)C. Cell line: IGROV1. Synergy scores: CSS=-0.626, Synergy_ZIP=0.877, Synergy_Bliss=1.55, Synergy_Loewe=-2.29, Synergy_HSA=-1.52. (3) Cell line: SNB-75. Synergy scores: CSS=53.6, Synergy_ZIP=-6.05, Synergy_Bliss=-4.36, Synergy_Loewe=-1.45, Synergy_HSA=0.404. Drug 1: CCC1(C2=C(COC1=O)C(=O)N3CC4=CC5=C(C=CC(=C5CN(C)C)O)N=C4C3=C2)O.Cl. Drug 2: CC1C(C(CC(O1)OC2CC(CC3=C2C(=C4C(=C3O)C(=O)C5=CC=CC=C5C4=O)O)(C(=O)C)O)N)O. (4) Drug 1: CN1CCC(CC1)COC2=C(C=C3C(=C2)N=CN=C3NC4=C(C=C(C=C4)Br)F)OC. Drug 2: C1CNP(=O)(OC1)N(CCCl)CCCl. Cell line: MDA-MB-231. Synergy scores: CSS=8.32, Synergy_ZIP=-2.78, Synergy_Bliss=-2.02, Synergy_Loewe=-11.3, Synergy_HSA=-2.44. (5) Drug 1: CC(C1=C(C=CC(=C1Cl)F)Cl)OC2=C(N=CC(=C2)C3=CN(N=C3)C4CCNCC4)N. Drug 2: C1=CN(C=N1)CC(O)(P(=O)(O)O)P(=O)(O)O. Cell line: DU-145. Synergy scores: CSS=10.5, Synergy_ZIP=0.429, Synergy_Bliss=8.45, Synergy_Loewe=4.74, Synergy_HSA=6.37. (6) Drug 1: CC(C1=C(C=CC(=C1Cl)F)Cl)OC2=C(N=CC(=C2)C3=CN(N=C3)C4CCNCC4)N. Drug 2: CS(=O)(=O)CCNCC1=CC=C(O1)C2=CC3=C(C=C2)N=CN=C3NC4=CC(=C(C=C4)OCC5=CC(=CC=C5)F)Cl. Cell line: COLO 205. Synergy scores: CSS=7.10, Synergy_ZIP=-1.28, Synergy_Bliss=2.12, Synergy_Loewe=-6.31, Synergy_HSA=-3.64. (7) Drug 1: CCC1=CC2CC(C3=C(CN(C2)C1)C4=CC=CC=C4N3)(C5=C(C=C6C(=C5)C78CCN9C7C(C=CC9)(C(C(C8N6C)(C(=O)OC)O)OC(=O)C)CC)OC)C(=O)OC.C(C(C(=O)O)O)(C(=O)O)O. Drug 2: CC1CCC2CC(C(=CC=CC=CC(CC(C(=O)C(C(C(=CC(C(=O)CC(OC(=O)C3CCCCN3C(=O)C(=O)C1(O2)O)C(C)CC4CCC(C(C4)OC)O)C)C)O)OC)C)C)C)OC. Cell line: RPMI-8226. Synergy scores: CSS=57.1, Synergy_ZIP=4.07, Synergy_Bliss=2.53, Synergy_Loewe=5.40, Synergy_HSA=7.83.